From a dataset of Serine/threonine kinase 33 screen with 319,792 compounds. Binary Classification. Given a drug SMILES string, predict its activity (active/inactive) in a high-throughput screening assay against a specified biological target. (1) The drug is O(C(=O)C1CCN(CC1)c1c2c(ncc1C(=O)c1ccccc1)ccc(c2)CC)CC. The result is 0 (inactive). (2) The molecule is Brc1c(C(=O)NCC(=O)N\N=C(\c2occc2)C)cccc1. The result is 0 (inactive). (3) The molecule is S(=O)(=O)(N(c1ccccc1)C)c1cc(C(=O)NC(c2cccnc2)C)ccc1. The result is 0 (inactive). (4) The result is 0 (inactive). The drug is S(=O)(=O)(N1CCC(CC1)C)c1ccc([N+]([O-])=O)cc1. (5) The compound is Clc1cc(C(=O)NCC(=O)NC2CC2)cc([N+]([O-])=O)c1. The result is 0 (inactive). (6) The molecule is S=c1n(c(n[nH]1)C(CC(O)COCCC)CCCC)CC=C. The result is 0 (inactive).